This data is from Full USPTO retrosynthesis dataset with 1.9M reactions from patents (1976-2016). The task is: Predict the reactants needed to synthesize the given product. (1) Given the product [CH3:13][O:12][C:4]1[CH:3]=[C:2]([B:14]2[O:18][C:17]([CH3:20])([CH3:19])[C:16]([CH3:22])([CH3:21])[O:15]2)[CH:7]=[CH:6][C:5]=1[CH2:8][C:9]([OH:11])=[O:10], predict the reactants needed to synthesize it. The reactants are: Br[C:2]1[CH:7]=[CH:6][C:5]([CH2:8][C:9]([OH:11])=[O:10])=[C:4]([O:12][CH3:13])[CH:3]=1.[B:14]1([B:14]2[O:18][C:17]([CH3:20])([CH3:19])[C:16]([CH3:22])([CH3:21])[O:15]2)[O:18][C:17]([CH3:20])([CH3:19])[C:16]([CH3:22])([CH3:21])[O:15]1.C([O-])(=O)C.[K+].O1CCOCC1. (2) Given the product [CH:1]1([NH:4][C:5]([C:7]2[CH:12]=[C:11]([C:13]3[C:14]([C:27]([NH:60][CH2:59][CH2:58][N:53]4[CH2:57][CH2:56][CH2:55][CH2:54]4)=[O:28])=[CH:15][C:16]([C:19]([NH:21][CH2:22][C:23]([CH3:24])([CH3:26])[CH3:25])=[O:20])=[CH:17][CH:18]=3)[C:10]([CH3:30])=[C:9]([F:31])[CH:8]=2)=[O:6])[CH2:3][CH2:2]1, predict the reactants needed to synthesize it. The reactants are: [CH:1]1([NH:4][C:5]([C:7]2[CH:8]=[C:9]([F:31])[C:10]([CH3:30])=[C:11]([C:13]3[C:14]([C:27](O)=[O:28])=[CH:15][C:16]([C:19]([NH:21][CH2:22][C:23]([CH3:26])([CH3:25])[CH3:24])=[O:20])=[CH:17][CH:18]=3)[CH:12]=2)=[O:6])[CH2:3][CH2:2]1.C(Cl)CCl.C1C=CC2N(O)N=NC=2C=1.CCN(CC)CC.[N:53]1([CH2:58][CH2:59][NH2:60])[CH2:57][CH2:56][CH2:55][CH2:54]1. (3) Given the product [Cl:19][C:20]1[CH:28]=[CH:27][C:26]([N+:29]([O-:31])=[O:30])=[CH:25][C:21]=1[C:22]([NH:8][C:5]1[CH:6]=[CH:7][C:2]([Cl:1])=[C:3]([C:9]2[O:10][C:11]3[CH:17]=[CH:16][C:15]([Cl:18])=[CH:14][C:12]=3[N:13]=2)[CH:4]=1)=[O:23], predict the reactants needed to synthesize it. The reactants are: [Cl:1][C:2]1[CH:7]=[CH:6][C:5]([NH2:8])=[CH:4][C:3]=1[C:9]1[O:10][C:11]2[CH:17]=[CH:16][C:15]([Cl:18])=[CH:14][C:12]=2[N:13]=1.[Cl:19][C:20]1[CH:28]=[CH:27][C:26]([N+:29]([O-:31])=[O:30])=[CH:25][C:21]=1[C:22](Cl)=[O:23].